This data is from Full USPTO retrosynthesis dataset with 1.9M reactions from patents (1976-2016). The task is: Predict the reactants needed to synthesize the given product. (1) Given the product [N:7]1([C:1]2[CH:6]=[CH:5][C:4]([Br:13])=[CH:3][CH:2]=2)[CH2:12][CH2:11][O:10][CH2:9][CH2:8]1, predict the reactants needed to synthesize it. The reactants are: [C:1]1([N:7]2[CH2:12][CH2:11][O:10][CH2:9][CH2:8]2)[CH:6]=[CH:5][CH:4]=[CH:3][CH:2]=1.[Br:13]Br.O.[OH-].[Na+]. (2) Given the product [Cl:1][C:2]1[CH:3]=[C:4]([CH:14]=[CH:15][CH:16]=1)[CH2:5][C:6]1[C:7]([C:11]([NH:30][C@H:28]([C:25]2[CH:26]=[CH:27][C:22]([C:20]([O:19][CH3:18])=[O:21])=[CH:23][CH:24]=2)[CH3:29])=[O:13])=[CH:8][S:9][CH:10]=1, predict the reactants needed to synthesize it. The reactants are: [Cl:1][C:2]1[CH:3]=[C:4]([CH:14]=[CH:15][CH:16]=1)[CH2:5][C:6]1[C:7]([C:11]([OH:13])=O)=[CH:8][S:9][CH:10]=1.[Cl-].[CH3:18][O:19][C:20]([C:22]1[CH:27]=[CH:26][C:25]([C@@H:28]([NH3+:30])[CH3:29])=[CH:24][CH:23]=1)=[O:21]. (3) Given the product [F:3][C:4]1[CH:5]=[CH:6][C:7]([C:10]2[N:11]=[C:12]([CH:15]=[C:36]3[CH2:37][N:38]([C:40]([O:42][C:43]([CH3:46])([CH3:45])[CH3:44])=[O:41])[CH2:39]3)[S:13][CH:14]=2)=[CH:8][CH:9]=1, predict the reactants needed to synthesize it. The reactants are: [H-].[Na+].[F:3][C:4]1[CH:9]=[CH:8][C:7]([C:10]2[N:11]=[C:12]([CH:15]=P(C3C=CC=CC=3)(C3C=CC=CC=3)C3C=CC=CC=3)[S:13][CH:14]=2)=[CH:6][CH:5]=1.O=[C:36]1[CH2:39][N:38]([C:40]([O:42][C:43]([CH3:46])([CH3:45])[CH3:44])=[O:41])[CH2:37]1. (4) Given the product [Br:2][C:1]([Br:5])=[CH:33][CH:31]1[CH2:32][CH:29]([CH2:28][CH:27]([CH2:25][CH3:26])[CH2:35][CH3:36])[CH2:30]1, predict the reactants needed to synthesize it. The reactants are: [C:1]([Br:5])(Br)(Br)[Br:2].C1(P(C2C=CC=CC=2)C2C=CC=CC=2)C=CC=CC=1.[CH2:25]([CH:27]([CH2:35][CH3:36])[CH2:28][CH:29]1[CH2:32][CH:31]([CH:33]=O)[CH2:30]1)[CH3:26].C(=O)(O)[O-].[Na+]. (5) The reactants are: [CH3:1][N:2]1[CH:6]=[C:5]([N:7]2[CH:12]=[CH:11][C:10](=[O:13])[C:9]([CH2:14][C:15]3[CH:16]=[C:17]([NH:21]C(=O)OC(C)(C)C)[CH:18]=[CH:19][CH:20]=3)=[N:8]2)[CH:4]=[N:3]1.C(O)(C(F)(F)F)=O. Given the product [NH2:21][C:17]1[CH:16]=[C:15]([CH:20]=[CH:19][CH:18]=1)[CH2:14][C:9]1[C:10](=[O:13])[CH:11]=[CH:12][N:7]([C:5]2[CH:4]=[N:3][N:2]([CH3:1])[CH:6]=2)[N:8]=1, predict the reactants needed to synthesize it. (6) Given the product [Cl:16][C:15]1[C:6]([NH:5][C:3](=[O:4])[CH2:2][NH:30][C:31]2[CH:36]=[CH:35][CH:34]=[CH:33][CH:32]=2)=[C:7]2[C:12](=[CH:13][CH:14]=1)[N:11]=[C:10]([N:17]1[CH2:21][CH2:20][C@@H:19]([OH:22])[CH2:18]1)[CH:9]=[CH:8]2, predict the reactants needed to synthesize it. The reactants are: Cl[CH2:2][C:3]([NH:5][C:6]1[C:15]([Cl:16])=[CH:14][CH:13]=[C:12]2[C:7]=1[CH:8]=[CH:9][C:10]([N:17]1[CH2:21][CH2:20][C@@H:19]([O:22][Si](C(C)(C)C)(C)C)[CH2:18]1)=[N:11]2)=[O:4].[NH2:30][C:31]1[CH:36]=[CH:35][CH:34]=[CH:33][CH:32]=1.[F-].C([N+](CCCC)(CCCC)CCCC)CCC. (7) Given the product [NH:22]1[C:23]2[C:19](=[C:18]([CH2:17][NH:16][C:12]3[N:11]=[C:10]([NH:9][C:6]4[CH:5]=[C:4]([CH:1]5[CH2:2][CH2:3]5)[NH:8][N:7]=4)[CH:15]=[CH:14][N:13]=3)[CH:26]=[CH:25][CH:24]=2)[CH:20]=[CH:21]1, predict the reactants needed to synthesize it. The reactants are: [CH:1]1([C:4]2[NH:8][N:7]=[C:6]([NH:9][C:10]3[CH:15]=[CH:14][N:13]=[C:12]([NH:16][CH2:17][C:18]4[CH:26]=[CH:25][CH:24]=[C:23]5[C:19]=4[CH:20]=[CH:21][N:22]5S(C4C=CC(C)=CC=4)(=O)=O)[N:11]=3)[CH:5]=2)[CH2:3][CH2:2]1.[OH-].[K+]. (8) Given the product [C:29]([Si:16]([C:23]1[CH:28]=[CH:27][CH:26]=[CH:25][CH:24]=1)([C:17]1[CH:18]=[CH:19][CH:20]=[CH:21][CH:22]=1)[O:9][CH2:8][CH2:7][N:1]1[CH2:6][CH2:5][NH:4][CH2:3][CH2:2]1)([CH3:32])([CH3:30])[CH3:31], predict the reactants needed to synthesize it. The reactants are: [N:1]1([CH2:7][CH2:8][OH:9])[CH2:6][CH2:5][NH:4][CH2:3][CH2:2]1.N1C=CC=CC=1.[Si:16](Cl)([C:29]([CH3:32])([CH3:31])[CH3:30])([C:23]1[CH:28]=[CH:27][CH:26]=[CH:25][CH:24]=1)[C:17]1[CH:22]=[CH:21][CH:20]=[CH:19][CH:18]=1. (9) Given the product [CH3:4][O:5][C:6]1[N:7]=[C:8]2[C:17](=[CH:18][CH:19]=1)[N:16]=[CH:15][C:14]1[O:13][CH2:12][CH:11]([C@H:20]3[CH2:25][CH2:24][C@H:23]([NH2:26])[CH2:22][CH2:21]3)[N:10]([CH3:37])[C:9]2=1, predict the reactants needed to synthesize it. The reactants are: O.NN.[CH3:4][O:5][C:6]1[N:7]=[C:8]2[C:17](=[CH:18][CH:19]=1)[N:16]=[CH:15][C:14]1[O:13][CH2:12][CH:11]([C@H:20]3[CH2:25][CH2:24][C@H:23]([N:26]4C(=O)C5C(=CC=CC=5)C4=O)[CH2:22][CH2:21]3)[N:10]([CH3:37])[C:9]2=1. (10) The reactants are: Cl[C:2]1[N:3]=[CH:4][C:5]2[N:11]([CH3:12])[C:10](=[O:13])[CH2:9][CH2:8][N:7]([CH:14]3[CH2:18][CH2:17][CH2:16][CH2:15]3)[C:6]=2[N:19]=1.Cl.[NH2:21][C:22]1[CH:30]=[CH:29][C:25]([C:26]([OH:28])=[O:27])=[CH:24][C:23]=1[O:31][CH3:32]. Given the product [CH:14]1([N:7]2[CH2:8][CH2:9][C:10](=[O:13])[N:11]([CH3:12])[C:5]3[CH:4]=[N:3][C:2]([NH:21][C:22]4[CH:30]=[CH:29][C:25]([C:26]([OH:28])=[O:27])=[CH:24][C:23]=4[O:31][CH3:32])=[N:19][C:6]2=3)[CH2:18][CH2:17][CH2:16][CH2:15]1, predict the reactants needed to synthesize it.